This data is from Forward reaction prediction with 1.9M reactions from USPTO patents (1976-2016). The task is: Predict the product of the given reaction. (1) Given the reactants Cl.[NH2:2][C:3]1[C:4]2[C:14]([O:15][CH2:16][C:17]([NH2:20])([CH3:19])[CH3:18])=[CH:13][CH:12]=[CH:11][C:5]=2[NH:6][S:7](=[O:10])(=[O:9])[N:8]=1.[CH2:21]([C:24]1[N:25]([C:29]2[CH:30]=[C:31]([CH:35]=[CH:36][N:37]=2)[C:32](O)=[O:33])[CH:26]=[CH:27][N:28]=1)[CH2:22][CH3:23], predict the reaction product. The product is: [NH2:2][C:3]1[C:4]2[C:14]([O:15][CH2:16][C:17]([NH:20][C:32](=[O:33])[C:31]3[CH:35]=[CH:36][N:37]=[C:29]([N:25]4[CH:26]=[CH:27][N:28]=[C:24]4[CH2:21][CH2:22][CH3:23])[CH:30]=3)([CH3:18])[CH3:19])=[CH:13][CH:12]=[CH:11][C:5]=2[NH:6][S:7](=[O:10])(=[O:9])[N:8]=1. (2) Given the reactants [N:1]([C:4]([C:7]1[CH:12]=[CH:11][C:10]([N:13]2[C:17]3[N:18]=[C:19]([NH:22][C:23]4[CH:24]=[N:25][N:26]([CH2:28][CH3:29])[CH:27]=4)[N:20]=[CH:21][C:16]=3[N:15]=[N:14]2)=[CH:9][CH:8]=1)([CH3:6])[CH3:5])=[N+]=[N-].[C:30]([OH:33])(=[O:32])C, predict the reaction product. The product is: [NH2:1][C:4]([C:7]1[CH:8]=[CH:9][C:10]([N:13]2[C:17]3[N:18]=[C:19]([NH:22][C:23]4[CH:24]=[N:25][N:26]([CH2:28][CH3:29])[CH:27]=4)[N:20]=[CH:21][C:16]=3[N:15]=[N:14]2)=[CH:11][CH:12]=1)([CH3:6])[CH3:5].[CH:30]([O-:33])=[O:32].